This data is from Forward reaction prediction with 1.9M reactions from USPTO patents (1976-2016). The task is: Predict the product of the given reaction. (1) Given the reactants [C:1]([NH:4][C:5]1[N:10]=[CH:9][C:8]([C:11]2[CH:12]=[N:13][N:14]([CH:16]3[CH2:21][CH2:20][N:19](C(OC(C)(C)C)=O)[CH2:18][CH2:17]3)[CH:15]=2)=[CH:7][C:6]=1[O:29][CH:30]([C:32]1[C:37]([Cl:38])=[CH:36][CH:35]=[C:34]([F:39])[C:33]=1[Cl:40])[CH3:31])(=[O:3])[CH3:2].O1CCOCC1.Cl, predict the reaction product. The product is: [Cl:40][C:33]1[C:34]([F:39])=[CH:35][CH:36]=[C:37]([Cl:38])[C:32]=1[CH:30]([O:29][C:6]1[C:5]([NH:4][C:1](=[O:3])[CH3:2])=[N:10][CH:9]=[C:8]([C:11]2[CH:12]=[N:13][N:14]([CH:16]3[CH2:21][CH2:20][NH:19][CH2:18][CH2:17]3)[CH:15]=2)[CH:7]=1)[CH3:31]. (2) Given the reactants O1CCCC1.Cl[C:7]1[CH:12]=[C:11]([C:13]([F:16])([F:15])[F:14])[CH:10]=[C:9]([Cl:17])[N:8]=1.[CH2:18]([Mg]Cl)[C:19]1[CH:24]=[CH:23][CH:22]=[CH:21][CH:20]=1, predict the reaction product. The product is: [CH2:18]([C:7]1[CH:12]=[C:11]([C:13]([F:16])([F:15])[F:14])[CH:10]=[C:9]([Cl:17])[N:8]=1)[C:19]1[CH:24]=[CH:23][CH:22]=[CH:21][CH:20]=1. (3) Given the reactants [OH:1][C:2]1[C:10]2[CH:9]=[C:8]([C:11]3[O:12][C:13]([CH3:16])=[CH:14][N:15]=3)[S:7][C:6]=2[CH:5]=[CH:4][CH:3]=1.S(C1C=CC([N+]([O-])=O)=CC=1)(O[CH2:21][C@H:22]1[O:24][CH2:23]1)(=O)=O.C(=O)([O-])[O-].[K+].[K+], predict the reaction product. The product is: [CH2:21]([O:1][C:2]1[C:10]2[CH:9]=[C:8]([C:11]3[O:12][C:13]([CH3:16])=[CH:14][N:15]=3)[S:7][C:6]=2[CH:5]=[CH:4][CH:3]=1)[C@H:22]1[O:24][CH2:23]1. (4) Given the reactants C(OC(=O)[NH:7][CH2:8][CH:9]1[CH2:14][CH2:13][N:12]([S:15]([CH3:18])(=[O:17])=[O:16])[CH2:11][CH2:10]1)(C)(C)C.[ClH:20].O1CCOCC1, predict the reaction product. The product is: [ClH:20].[CH3:18][S:15]([N:12]1[CH2:13][CH2:14][CH:9]([CH2:8][NH2:7])[CH2:10][CH2:11]1)(=[O:17])=[O:16]. (5) Given the reactants [CH2:1]([N:8]([CH2:34][C:35]1[CH:40]=[CH:39][CH:38]=[CH:37][CH:36]=1)[C:9]1[C:10]([F:33])=[C:11]([CH:16]([C:18]2[C:26]3[C:21](=[N:22][CH:23]=[C:24]([C:27]4[CH:28]=[N:29][CH:30]=[CH:31][CH:32]=4)[CH:25]=3)[NH:20][CH:19]=2)[OH:17])[C:12]([F:15])=[CH:13][CH:14]=1)[C:2]1[CH:7]=[CH:6][CH:5]=[CH:4][CH:3]=1.CC(OI1(OC(C)=O)(OC(C)=O)OC(=O)C2C1=CC=CC=2)=O.C(=O)(O)[O-].[Na+].S([O-])([O-])(=O)=S.[Na+].[Na+], predict the reaction product. The product is: [CH2:34]([N:8]([CH2:1][C:2]1[CH:7]=[CH:6][CH:5]=[CH:4][CH:3]=1)[C:9]1[C:10]([F:33])=[C:11]([C:16]([C:18]2[C:26]3[C:21](=[N:22][CH:23]=[C:24]([C:27]4[CH:28]=[N:29][CH:30]=[CH:31][CH:32]=4)[CH:25]=3)[NH:20][CH:19]=2)=[O:17])[C:12]([F:15])=[CH:13][CH:14]=1)[C:35]1[CH:36]=[CH:37][CH:38]=[CH:39][CH:40]=1. (6) Given the reactants COCC(O)C.[CH3:7][Si:8]([O:13][CH3:14])([O:11][CH3:12])[O:9][CH3:10].[C:15]1([Si:21]([O:26][CH3:27])([O:24][CH3:25])[O:22][CH3:23])[CH:20]=[CH:19][CH:18]=[CH:17][CH:16]=1.C([O-])([O-])OC, predict the reaction product. The product is: [CH3:7][Si:8]([O:13][CH3:14])([O:11][CH3:12])[O:9][CH3:10].[C:15]1([Si:21]([O:26][CH3:27])([O:22][CH3:23])[O:24][CH3:25])[CH:16]=[CH:17][CH:18]=[CH:19][CH:20]=1. (7) Given the reactants [Cl:1][C:2]1[CH:7]=[C:6]([Cl:8])[CH:5]=[CH:4][C:3]=1[CH2:9][CH2:10][N:11]1[C:20](=[O:21])[C:19]2[C:14](=[CH:15][C:16]([N+:22]([O-:24])=[O:23])=[CH:17][CH:18]=2)[NH:13][C:12]1=O.P(Cl)(Cl)(Cl)(Cl)[Cl:27], predict the reaction product. The product is: [Cl:27][C:12]1[N:11]([CH2:10][CH2:9][C:3]2[CH:4]=[CH:5][C:6]([Cl:8])=[CH:7][C:2]=2[Cl:1])[C:20](=[O:21])[C:19]2[C:14](=[CH:15][C:16]([N+:22]([O-:24])=[O:23])=[CH:17][CH:18]=2)[N:13]=1. (8) The product is: [O:1]1[CH2:5][CH2:4][O:3][CH:2]1[C:6]1[CH:11]=[C:10]([O:12][CH3:13])[CH:9]=[CH:8][C:7]=1[NH2:14]. Given the reactants [O:1]1[CH2:5][CH2:4][O:3][CH:2]1[C:6]1[CH:11]=[C:10]([O:12][CH3:13])[CH:9]=[CH:8][C:7]=1[N+:14]([O-])=O.C([O-])(=O)C.[Na+], predict the reaction product.